Task: Binary Classification. Given a miRNA mature sequence and a target amino acid sequence, predict their likelihood of interaction.. Dataset: Experimentally validated miRNA-target interactions with 360,000+ pairs, plus equal number of negative samples (1) The miRNA is mmu-miR-344d-3p with sequence GAUAUAACCACUGCCAGACUGA. The protein sequence of the target gene is MASTVSPSTIAETPEPPPLSDHIRNAADISVIVIYFLVVMAVGLWAMLKTNRGTIGGFFLAGRDMAWWPMGASLFASNIGSNHYVGLAGTGAASGVATVTFEWTSSVMLLILGWIFVPIYIKSGVMTMPEYLKKRFGGERLQVYLSILSLFICVVLLISADIFAGAIFIKLALGLDLYLAIFILLAMTAVYTTTGGLASVIYTDTLQTIIMLIGSFILMGFAFNEVGGYESFTEKYVNATPSVVEGDNLTISASCYTPRADSFHIFRDAVTGDIPWPGIIFGMPITALWYWCTNQVIVQR.... Result: 0 (no interaction). (2) The miRNA is rno-let-7i-5p with sequence UGAGGUAGUAGUUUGUGCUGUU. The protein sequence of the target gene is MLRALWLFWILVAITVLFSKRCSAQESLSCDASGVCDGRSRSFTSIPSGLTAAMKSLDLSFNKITYIGHGDLRACANLQVLILKSSRINTIEGDAFYSLGSLEHLDLSDNHLSSLSSSWFGPLSSLKYLNLMGNPYQTLGVTSLFPNLTNLQTLRIGNVETFSEIRRIDFAGLTSLNELEIKALSLRNYQSQSLKSIRDIHHLTLHLSESAFLLEIFADILSSVRYLELRDTNLARFQFSPLPVDEVSSPMKKLAFRGSVLTDESFNELLKLLRYILELSEVEFDDCTLNGLGDFNPSES.... Result: 0 (no interaction). (3) The miRNA is hsa-miR-6499-3p with sequence AGCAGUGUUUGUUUUGCCCACA. The protein sequence of the target gene is MATVPGLQPLPTLEQDLEQEEILIVKVEEDFCLEEEPSVETEDPSPETFRQLFRLFCYQEVAGPREALSRLWELCCRWLRPELRTKEQILELLVLEQFLTVLPGEIQARVREQQPESGEEAVVLVEGLQRKPRKHRQRGSELLSDDEVPLGIGGQFLKHQAEAQPEDLSLEEEARFSSQQPPAQLSHRPQRGPLLWPERGPPAPRHQEMASASPFLSAWSQVPVNLEDVAVYLSGEEPRCMDPAQRDAPLENEGPGIQLEDGGDGREDAPLRMEWYRVLSARCQGPGHPLPGQRPAPVRG.... Result: 1 (interaction). (4) Result: 0 (no interaction). The miRNA is hsa-miR-376b-5p with sequence CGUGGAUAUUCCUUCUAUGUUU. The protein sequence of the target gene is MAAAEEGCSVGAEADRELEELLESALDDFDKAKPSPAPPSTTTAPDASGPQKRSPGDTAKDALFASQEKFFQELFDSELASQATAEFEKAMKELAEEEPHLVEQFQKLSEAAGRVGSDMTSQQEFTSCLKETLSGLAKNATDLQNSSMSEEELTKAMEGLGMDEGDGEGNILPIMQSIMQNLLSKDVLYPSLKEITEKYPEWLQSHRESLPPEQFEKYQEQHSVMCKICEQFEAETPTDSETTQKARFEMVLDLMQQLQDLGHPPKELAGEMPPGLNFDLDALNLSGPPGASGEQCLIM. (5) The miRNA is hsa-miR-6513-5p with sequence UUUGGGAUUGACGCCACAUGUCU. The protein sequence of the target gene is MEGESTSAVLSGFVLGALAFQHLNTDSDTEGFLLGEVKGEAKNSITDSQMDDVEVVYTIDIQKYIPCYQLFSFYNSSGEVNEQALKKILSNVKKNVVGWYKFRRHSDQIMTFRERLLHKNLQEHFSNQDLVFLLLTPSIITESCSTHRLEHSLYKPQKGLFHRVPLVVANLGMSEQLGYKTVSGSCMSTGFSRAVQTHSSKFFEEDGSLKEVHKINEMYASLQEELKSICKKVEDSEQAVDKLVKDVNRLKREIEKRRGAQIQAAREKNIQKDPQENIFLCQALRTFFPNSEFLHSCVMS.... Result: 0 (no interaction). (6) The miRNA is hsa-miR-6839-3p with sequence UUGGGUUUUCUCUUCAAUCCAG. The protein sequence of the target gene is MWPPQLLILTMLLAPVVHGGKHNERHPALAAPLRHAERSPGGALPPRHLLQQPAAERSTAHRGQGPRGAARGVRGPGAPGAQIAAQAFSRAPIPMAVVRRELSCESYPIELRCPGTDVIMIESANYGRTDDKICDSDPAQMENIRCYLPDAYKIMSQRCNNRTQCAVVAGPDVFPDPCPGTYKYLEVQYECVPYKVEQKVFLCPGLLKGVYQSEHLFESDHQSGAWCKDPLQASDKIYYMPWTPYRTDTLTEYSSKDDFIAGRPTTTYKLPHRVDGTGFVVYDGALFFNKERTRNIVKFD.... Result: 0 (no interaction). (7) The miRNA is rno-miR-190a-5p with sequence UGAUAUGUUUGAUAUAUUAGGU. The protein sequence of the target gene is MAALSGVRWLTRALVSAGNPGAWRGLSTSAAAHAASRSQAEDVRVEGSFPVTMLPGDGVGPELMHAVKEVFKAAAVPVEFQEHHLSEVQNMASEEKLEQVLSSMKENKVAIIGKIHTPMEYKGELASYDMRLRRKLDLFANVVHVKSLPGYMTRHNNLDLVIIREQTEGEYSSLEHESARGVIECLKIVTRAKSQRIAKFAFDYATKKGRGKVTAVHKANIMKLGDGLFLQCCEEVAELYPKIKFETMIIDNCCMQLVQNPYQFDVLVMPNLYGNIIDNLAAGLVGGAGVVPGESYSAEY.... Result: 0 (no interaction). (8) Result: 1 (interaction). The miRNA is hsa-miR-6787-3p with sequence UCUCAGCUGCUGCCCUCUCCAG. The protein sequence of the target gene is MASPSKGNDLFSPDEEGPAVVAGPGPGPGGAEGAAEERRVKVSSLPFSVEALMSDKKPPKEASPLPAESASAGATLRPLLLSGHGAREAHSPGPLVKPFETASVKSENSEDGAAWMQEPGRYSPPPRHMSPTTCTLRKHKTNRKPRTPFTTSQLLALERKFRQKQYLSIAERAEFSSSLNLTETQVKIWFQNRRAKAKRLQEAELEKLKMAAKPMLPSSFSLPFPISSPLQAASIYGASYPFHRPVLPIPPVGLYATPVGYGMYHLS. (9) The miRNA is hsa-miR-4259 with sequence CAGUUGGGUCUAGGGGUCAGGA. The protein sequence of the target gene is MADRTAPRCQLRLEWVYGYRGHQCRNNLYYTAGKEVVYFVAGVGVVYNTREHSQKFFLGHNDDIISLALHPDKTLVATGQVGKEPYICIWDSYNVQTVSLLKDVHTHGVACLAFDSDGQRLASVGLDAKNTVCIWDWRKGKLLASATGHSDRIFDISWDPYQPNRVVSCGVKHIKFWTLCGNALTAKRGIFGKTGDLQTILCLACAKEDITYSGALNGDIYVWKGLNLVRTIQGAHSAGIFSMYACEEGFATGGRDGCIRLWDTDFKPITKIDLRETEQGYKGLSIRSVCWKADRLLAGT.... Result: 0 (no interaction). (10) The protein sequence of the target gene is MPLLLLLLLLPSPLHPHPICEVSKVASHLEVNCDKRNLTALPPDLPKDTTILHLSENLLYTFSLATLMPYTRLTQLNLDRCELTKLQVDGTLPVLGTLDLSHNQLQSLPLLGQTLPALTVLDVSFNRLTSLPLGALRGLGELQELYLKGNELKTLPPGLLTPTPKLEKLSLANNNLTELPAGLLNGLENLDTLLLQENSLYTIPKGFFGSHLLPFAFLHGNPWLCNCEILYFRRWLQDNAENVYVWKQGVDVKAMTSNVASVQCDNSDKFPVYKYPGKGCPTLGDEGDTDLYDYYPEEDT.... Result: 0 (no interaction). The miRNA is mmu-miR-409-5p with sequence AGGUUACCCGAGCAACUUUGCAU.